Task: Predict the product of the given reaction.. Dataset: Forward reaction prediction with 1.9M reactions from USPTO patents (1976-2016) (1) Given the reactants [NH2:1][C:2]1[N:7]=[C:6]([OH:8])[CH:5]=[CH:4][C:3]=1[Br:9].N[C:11]1N=C(O)C=CC=1.BrBr, predict the reaction product. The product is: [Br:9][C:3]1[C:2]([NH2:1])=[N:7][C:6]([O:8][CH3:11])=[CH:5][CH:4]=1. (2) Given the reactants F[C:2]1[CH:7]=[C:6]([C:8]2[N:9]([CH2:23][CH2:24][O:25][CH3:26])[C:10]([S:20]([CH3:22])=[O:21])=[N:11][C:12]=2[C:13]2[CH:18]=[CH:17][C:16]([F:19])=[CH:15][CH:14]=2)[CH:5]=[CH:4][N:3]=1.[CH2:27]([N:34]1[CH2:39][CH2:38][CH:37]([NH2:40])[CH2:36][CH2:35]1)[C:28]1[CH:33]=[CH:32][CH:31]=[CH:30][CH:29]=1, predict the reaction product. The product is: [CH2:27]([N:34]1[CH2:39][CH2:38][CH:37]([NH:40][C:2]2[CH:7]=[C:6]([C:8]3[N:9]([CH2:23][CH2:24][O:25][CH3:26])[C:10]([S:20]([CH3:22])=[O:21])=[N:11][C:12]=3[C:13]3[CH:14]=[CH:15][C:16]([F:19])=[CH:17][CH:18]=3)[CH:5]=[CH:4][N:3]=2)[CH2:36][CH2:35]1)[C:28]1[CH:29]=[CH:30][CH:31]=[CH:32][CH:33]=1. (3) Given the reactants [CH2:1]1[CH:3]([C:4]([NH2:6])=N)[CH2:2]1.Cl.[Br:8][C:9]1[CH:10]=[CH:11][C:12]2[O:18][CH2:17][CH2:16][N:15]3[C:19](I)=[C:20]([C:22]([NH2:24])=[O:23])[N:21]=[C:14]3[C:13]=2[CH:26]=1.[NH2:27][NH2:28].[CH2:29](Cl)Cl, predict the reaction product. The product is: [Br:8][C:9]1[CH:10]=[CH:11][C:12]2[O:18][CH2:17][CH2:16][N:15]3[C:19]([C:29]4[NH:28][N:27]=[C:4]([CH:3]5[CH2:1][CH2:2]5)[N:6]=4)=[C:20]([C:22]([NH2:24])=[O:23])[N:21]=[C:14]3[C:13]=2[CH:26]=1. (4) Given the reactants [CH:1]1([CH2:4][O:5][C:6]2([C:17]3[CH:22]=[CH:21][CH:20]=[CH:19][C:18]=3[CH3:23])[CH2:9][N:8](C(OC(C)(C)C)=O)[CH2:7]2)[CH2:3][CH2:2]1.[ClH:24], predict the reaction product. The product is: [ClH:24].[CH:1]1([CH2:4][O:5][C:6]2([C:17]3[CH:22]=[CH:21][CH:20]=[CH:19][C:18]=3[CH3:23])[CH2:7][NH:8][CH2:9]2)[CH2:2][CH2:3]1. (5) The product is: [C:1]([C:3]1[CH:8]=[C:7]([CH2:9][S:10]([Cl:13])(=[O:12])=[O:11])[CH:6]=[C:5]([F:28])[CH:4]=1)#[N:2]. Given the reactants [C:1]([C:3]1[CH:4]=[CH:5][C:6](F)=[C:7]([CH2:9][S:10]([Cl:13])(=[O:12])=[O:11])[CH:8]=1)#[N:2].C(SCC1C=C(C=C([F:28])C=1)C#N)(=O)C.C(SCC1C=C(C=CC=1F)C#N)(=O)C, predict the reaction product. (6) The product is: [CH3:33][O:32][C:28]1[CH:27]=[C:26]([C:24]#[C:25][C:2]2[CH:18]=[CH:17][C:5]3[S:6][C:7]([C:10]4[CH:15]=[CH:14][N:13]=[C:12]([NH2:16])[N:11]=4)=[C:8]([CH3:9])[C:4]=3[CH:3]=2)[CH:31]=[CH:30][CH:29]=1. Given the reactants Br[C:2]1[CH:18]=[CH:17][C:5]2[S:6][C:7]([C:10]3[CH:15]=[CH:14][N:13]=[C:12]([NH2:16])[N:11]=3)=[C:8]([CH3:9])[C:4]=2[CH:3]=1.C1COCC1.[C:24]([C:26]1[CH:31]=[CH:30][CH:29]=[C:28]([O:32][CH3:33])[CH:27]=1)#[CH:25], predict the reaction product.